From a dataset of Full USPTO retrosynthesis dataset with 1.9M reactions from patents (1976-2016). Predict the reactants needed to synthesize the given product. (1) Given the product [CH3:1][O:2][C:3](=[O:21])[CH2:4][C:5]([N:8]1[CH:12]=[C:11]([NH:13][C:14](=[O:20])[CH:15]([NH:19][CH:28]2[CH2:27][CH2:26][C:25]3[C:30](=[C:31]([F:33])[CH:32]=[C:23]([F:22])[CH:24]=3)[CH2:29]2)[CH2:16][CH2:17][CH3:18])[N:10]=[CH:9]1)([CH3:6])[CH3:7], predict the reactants needed to synthesize it. The reactants are: [CH3:1][O:2][C:3](=[O:21])[CH2:4][C:5]([N:8]1[CH:12]=[C:11]([NH:13][C:14](=[O:20])[CH:15]([NH2:19])[CH2:16][CH2:17][CH3:18])[N:10]=[CH:9]1)([CH3:7])[CH3:6].[F:22][C:23]1[CH:24]=[C:25]2[C:30](=[C:31]([F:33])[CH:32]=1)[CH2:29][C:28](=O)[CH2:27][CH2:26]2. (2) Given the product [C:11]([O:15][C:16]([N:18]1[CH2:22][CH2:21][CH2:20][C@@H:19]1[CH2:23][O:10][C:7]1[CH:8]=[CH:9][C:4]([I:3])=[CH:5][CH:6]=1)=[O:17])([CH3:14])([CH3:12])[CH3:13], predict the reactants needed to synthesize it. The reactants are: [H-].[Na+].[I:3][C:4]1[CH:9]=[CH:8][C:7]([OH:10])=[CH:6][CH:5]=1.[C:11]([O:15][C:16]([N:18]1[CH2:22][CH2:21][CH2:20][C@@H:19]1[CH2:23]OS(C1C=CC(C)=CC=1)(=O)=O)=[O:17])([CH3:14])([CH3:13])[CH3:12]. (3) Given the product [CH3:17][C@H:16]1[C@@H:12]([C:10](=[O:11])[CH2:9][NH:8][C:28]2[N:29]=[C:30]3[CH:36]=[CH:35][N:34]([S:37]([C:40]4[CH:46]=[CH:45][C:43]([CH3:44])=[CH:42][CH:41]=4)(=[O:39])=[O:38])[C:31]3=[N:32][CH:33]=2)[CH2:13][N:14]([C:18]([O:20][CH2:21][C:22]2[CH:27]=[CH:26][CH:25]=[CH:24][CH:23]=2)=[O:19])[CH2:15]1, predict the reactants needed to synthesize it. The reactants are: C(OC([N:8]([C:28]1[N:29]=[C:30]2[CH:36]=[CH:35][N:34]([S:37]([C:40]3[CH:46]=[CH:45][C:43]([CH3:44])=[CH:42][CH:41]=3)(=[O:39])=[O:38])[C:31]2=[N:32][CH:33]=1)[CH2:9][C:10]([C@@H:12]1[C@H:16]([CH3:17])[CH2:15][N:14]([C:18]([O:20][CH2:21][C:22]2[CH:27]=[CH:26][CH:25]=[CH:24][CH:23]=2)=[O:19])[CH2:13]1)=[O:11])=O)(C)(C)C.C(O)(C(F)(F)F)=O. (4) Given the product [C:22]([O:26][C:27]1[CH:28]=[CH:29][C:30]([NH:31][C:11](=[O:13])[C:10]2[CH:14]=[C:15]([C:16]3[CH:17]=[N:18][CH:19]=[N:20][CH:21]=3)[C:7]([N:4]3[CH2:5][CH2:6][C@@H:2]([OH:1])[CH2:3]3)=[N:8][CH:9]=2)=[CH:32][CH:33]=1)([CH3:25])([CH3:23])[CH3:24], predict the reactants needed to synthesize it. The reactants are: [OH:1][C@@H:2]1[CH2:6][CH2:5][N:4]([C:7]2[C:15]([C:16]3[CH:17]=[N:18][CH:19]=[N:20][CH:21]=3)=[CH:14][C:10]([C:11]([OH:13])=O)=[CH:9][N:8]=2)[CH2:3]1.[C:22]([O:26][C:27]1[CH:33]=[CH:32][C:30]([NH2:31])=[CH:29][CH:28]=1)([CH3:25])([CH3:24])[CH3:23]. (5) Given the product [CH3:1][N:2]1[CH2:3][CH2:4][CH:5]([CH2:8][C:9]2[CH:19]=[CH:18][C:12]([C:13]([O:15][CH2:16][CH3:17])=[O:14])=[CH:11][C:10]=2[C:20]([F:21])([F:23])[F:22])[CH2:6][CH2:7]1, predict the reactants needed to synthesize it. The reactants are: [CH3:1][N:2]1[CH2:7][CH2:6][C:5](=[CH:8][C:9]2[CH:19]=[CH:18][C:12]([C:13]([O:15][CH2:16][CH3:17])=[O:14])=[CH:11][C:10]=2[C:20]([F:23])([F:22])[F:21])[CH2:4][CH2:3]1.